The task is: Predict the reactants needed to synthesize the given product.. This data is from Full USPTO retrosynthesis dataset with 1.9M reactions from patents (1976-2016). (1) Given the product [NH2:17][C:16]1[C:4]2[C:5](=[O:19])[N:6]([C:8]3[CH:13]=[CH:12][CH:11]=[CH:10][C:9]=3[Cl:14])[CH:7]=[C:2]([Br:1])[C:3]=2[NH:21][N:20]=1, predict the reactants needed to synthesize it. The reactants are: [Br:1][C:2]1[C:3](Cl)=[C:4]([C:16]#[N:17])[C:5](=O)[N:6]([C:8]2[CH:13]=[CH:12][CH:11]=[CH:10][C:9]=2[Cl:14])[CH:7]=1.[OH2:19].[NH2:20][NH2:21].O. (2) The reactants are: O1C=CC[CH:2]1C(O)=O.[CH2:9]1[C:18]2[C:13](=[CH:14][CH:15]=[CH:16][CH:17]=2)[CH2:12][CH2:11][CH:10]1[C:19]([OH:21])=[O:20].CC(C)([O-])C.[K+].C[Si](C)(C)[N-][Si](C)(C)C.[K+]. Given the product [CH3:2][C:10]1([C:19]([OH:21])=[O:20])[CH2:11][CH2:12][C:13]2[C:18](=[CH:17][CH:16]=[CH:15][CH:14]=2)[CH2:9]1, predict the reactants needed to synthesize it. (3) Given the product [CH2:16]([C:7]1[CH:6]([C:4]([O:3][CH2:1][CH3:2])=[O:5])[CH2:10][C:9](=[O:11])[CH:8]=1)[CH3:17], predict the reactants needed to synthesize it. The reactants are: [CH2:1]([O:3][C:4]([C:6]1[CH2:10][C:9]([O-:11])=[C:8](C(OC)=O)[C:7]=1[CH2:16][CH3:17])=[O:5])[CH3:2].[Na+].[Cl-].[K+].CC(O)=O.C([O-])(O)=O.[Na+].